This data is from Catalyst prediction with 721,799 reactions and 888 catalyst types from USPTO. The task is: Predict which catalyst facilitates the given reaction. (1) Reactant: [N:1]1[CH:6]=[CH:5][CH:4]=[C:3]([CH:7]=[CH:8][C:9]2[CH:25]=[CH:24][C:12]([C:13]([NH:15][C@H:16]([C:21]([OH:23])=[O:22])[CH2:17][CH2:18][S:19][CH3:20])=[O:14])=[C:11]([C:26]3[CH:31]=[CH:30][CH:29]=[CH:28][C:27]=3[CH3:32])[CH:10]=2)[CH:2]=1.[C:33]([O:36][CH2:37]Br)(=[O:35])[CH3:34].[I-].[K+].[H-].[Na+]. Product: [C:33]([O:36][CH2:37][O:22][C:21](=[O:23])[C@H:16]([CH2:17][CH2:18][S:19][CH3:20])[NH:15][C:13](=[O:14])[C:12]1[CH:24]=[CH:25][C:9]([CH:8]=[CH:7][C:3]2[CH:2]=[N:1][CH:6]=[CH:5][CH:4]=2)=[CH:10][C:11]=1[C:26]1[CH:31]=[CH:30][CH:29]=[CH:28][C:27]=1[CH3:32])(=[O:35])[CH3:34]. The catalyst class is: 39. (2) Reactant: C(OC(=O)[N:7]([CH2:47][CH3:48])[CH2:8][C:9]1[CH:10]=[N:11][CH:12]=[C:13]([C:16]2[CH:17]=[C:18]3[C:22](=[CH:23][CH:24]=2)[N:21](C2CCCCO2)[N:20]=[C:19]3[C:31]2[NH:32][C:33]([C:42](=[O:46])[NH:43][CH2:44][CH3:45])=[C:34]([C:36]3[CH:41]=[CH:40][CH:39]=[CH:38][CH:37]=3)[N:35]=2)[C:14]=1[CH3:15])(C)(C)C.C(O)(C(F)(F)F)=O.C([SiH](CC)CC)C. Product: [CH2:44]([NH:43][C:42]([C:33]1[NH:32][C:31]([C:19]2[C:18]3[C:22](=[CH:23][CH:24]=[C:16]([C:13]4[CH:12]=[N:11][CH:10]=[C:9]([CH2:8][NH:7][CH2:47][CH3:48])[C:14]=4[CH3:15])[CH:17]=3)[NH:21][N:20]=2)=[N:35][C:34]=1[C:36]1[CH:37]=[CH:38][CH:39]=[CH:40][CH:41]=1)=[O:46])[CH3:45]. The catalyst class is: 2. (3) Reactant: [OH:1][C:2]1[C:7]([C:8]([OH:10])=O)=[CH:6][N:5]=[C:4]([C:11]2[N:12]=[N:13][CH:14]=[CH:15][CH:16]=2)[N:3]=1.[NH2:17][CH:18]([C:34]1[CH:39]=[CH:38][C:37]([O:40][CH3:41])=[CH:36][CH:35]=1)[C:19]1[CH:33]=[CH:32][C:22]([CH2:23][P:24](=[O:31])([O:28][CH2:29][CH3:30])[O:25][CH2:26][CH3:27])=[CH:21][CH:20]=1.CN(C(ON1N=NC2C=CC=NC1=2)=[N+](C)C)C.F[P-](F)(F)(F)(F)F.CCN(C(C)C)C(C)C. Product: [OH:1][C:2]1[C:7]([C:8]([NH:17][CH:18]([C:34]2[CH:35]=[CH:36][C:37]([O:40][CH3:41])=[CH:38][CH:39]=2)[C:19]2[CH:20]=[CH:21][C:22]([CH2:23][P:24](=[O:31])([O:28][CH2:29][CH3:30])[O:25][CH2:26][CH3:27])=[CH:32][CH:33]=2)=[O:10])=[CH:6][N:5]=[C:4]([C:11]2[N:12]=[N:13][CH:14]=[CH:15][CH:16]=2)[N:3]=1. The catalyst class is: 18.